The task is: Predict the product of the given reaction.. This data is from Forward reaction prediction with 1.9M reactions from USPTO patents (1976-2016). (1) Given the reactants C([N-]C(C)C)(C)C.[Li+].[F:9][C:10]([F:29])([F:28])[C:11]1[CH:12]=[C:13]([C:17]2[CH:26]=[CH:25][CH:24]=[C:23]3[C:18]=2[CH2:19][CH2:20][CH2:21][C:22]3=[O:27])[CH:14]=[CH:15][CH:16]=1.Br[CH2:31][C:32]1[CH:41]=[CH:40][C:35]([C:36]([O:38][CH3:39])=[O:37])=[CH:34][CH:33]=1, predict the reaction product. The product is: [O:27]=[C:22]1[C:23]2[C:18](=[C:17]([C:13]3[CH:14]=[CH:15][CH:16]=[C:11]([C:10]([F:28])([F:29])[F:9])[CH:12]=3)[CH:26]=[CH:25][CH:24]=2)[CH2:19][CH2:20][CH:21]1[CH2:31][C:32]1[CH:41]=[CH:40][C:35]([C:36]([O:38][CH3:39])=[O:37])=[CH:34][CH:33]=1. (2) Given the reactants Cl[C:2]1[N:3]=[C:4]([C:19]([F:30])([F:29])[C:20]2[CH:25]=[CH:24][CH:23]=[C:22]([N+:26]([O-:28])=[O:27])[CH:21]=2)[C:5]2[CH:10]=[CH:9][N:8]([CH2:11][O:12][CH2:13][CH2:14][Si:15]([CH3:18])([CH3:17])[CH3:16])[C:6]=2[N:7]=1.[CH3:31][N:32]1[CH2:37][CH2:36][N:35]([C:38]2[CH:44]=[CH:43][C:41]([NH2:42])=[CH:40][CH:39]=2)[CH2:34][CH2:33]1, predict the reaction product. The product is: [F:29][C:19]([F:30])([C:20]1[CH:25]=[CH:24][CH:23]=[C:22]([N+:26]([O-:28])=[O:27])[CH:21]=1)[C:4]1[C:5]2[CH:10]=[CH:9][N:8]([CH2:11][O:12][CH2:13][CH2:14][Si:15]([CH3:18])([CH3:17])[CH3:16])[C:6]=2[N:7]=[C:2]([NH:42][C:41]2[CH:40]=[CH:39][C:38]([N:35]3[CH2:34][CH2:33][N:32]([CH3:31])[CH2:37][CH2:36]3)=[CH:44][CH:43]=2)[N:3]=1. (3) Given the reactants C1([C@H]2[O:17][C:16](=[O:18])[C@@H:10]3[CH2:11][CH2:12][CH2:13][CH2:14][CH2:15][N:9]3[C@H]2C2C=CC=CC=2)C=CC=CC=1, predict the reaction product. The product is: [NH:9]1[CH2:15][CH2:14][CH2:13][CH2:12][CH2:11][C@H:10]1[C:16]([OH:18])=[O:17]. (4) Given the reactants [Br:1][C:2]1[CH:7]=[CH:6][CH:5]=[CH:4][C:3]=1[CH2:8][CH2:9][CH2:10][OH:11].[H-].[Na+].[CH3:14]I.[NH4+].[Cl-], predict the reaction product. The product is: [CH3:14][O:11][CH2:10][CH2:9][CH2:8][C:3]1[CH:4]=[CH:5][CH:6]=[CH:7][C:2]=1[Br:1]. (5) Given the reactants [CH3:1][C:2]1[CH:7]=[C:6]([CH3:8])[CH:5]=[CH:4][C:3]=1[OH:9].[H-].[Na+].FC(F)(F)S(O[C:18]1[C:27]2[C:26](=[O:28])[N:25]([CH2:29][C:30]3[CH:35]=[CH:34][C:33]([O:36][CH3:37])=[CH:32][CH:31]=3)[C:24](=[O:38])[N:23]([C:39]3[CH:44]=[CH:43][C:42]([I:45])=[CH:41][C:40]=3[F:46])[C:22]=2[N:21]([CH3:47])[C:20](=[O:48])[CH:19]=1)(=O)=O, predict the reaction product. The product is: [CH3:1][C:2]1[CH:7]=[C:6]([CH3:8])[CH:5]=[CH:4][C:3]=1[O:9][C:18]1[C:27]2[C:26](=[O:28])[N:25]([CH2:29][C:30]3[CH:31]=[CH:32][C:33]([O:36][CH3:37])=[CH:34][CH:35]=3)[C:24](=[O:38])[N:23]([C:39]3[CH:44]=[CH:43][C:42]([I:45])=[CH:41][C:40]=3[F:46])[C:22]=2[N:21]([CH3:47])[C:20](=[O:48])[CH:19]=1. (6) Given the reactants [I:1][C:2]1[C:10]2[CH:9]=[C:8]([CH2:11][CH2:12][CH2:13][CH2:14][N:15]3[CH:19]=[C:18]([C:20]([O:22]C)=[O:21])[N:17]=[N:16]3)[N:7]=[N:6][C:5]=2[NH:4][CH:3]=1.[Li+].[OH-], predict the reaction product. The product is: [I:1][C:2]1[C:10]2[CH:9]=[C:8]([CH2:11][CH2:12][CH2:13][CH2:14][N:15]3[CH:19]=[C:18]([C:20]([OH:22])=[O:21])[N:17]=[N:16]3)[N:7]=[N:6][C:5]=2[NH:4][CH:3]=1.